Predict which catalyst facilitates the given reaction. From a dataset of Catalyst prediction with 721,799 reactions and 888 catalyst types from USPTO. (1) Reactant: [Cl:1][C:2]1[CH:3]=[C:4]([CH:8]([CH2:12][CH2:13][C:14]([F:17])([F:16])[F:15])[C:9](O)=[O:10])[CH:5]=[CH:6][CH:7]=1.[H-].[Al+3].[Li+].[H-].[H-].[H-].O.[OH-].[Na+]. Product: [Cl:1][C:2]1[CH:3]=[C:4]([CH:8]([CH2:12][CH2:13][C:14]([F:15])([F:16])[F:17])[CH2:9][OH:10])[CH:5]=[CH:6][CH:7]=1. The catalyst class is: 7. (2) Reactant: [NH2:1][C:2]1[N:7]=[C:6]([CH3:8])[C:5]([CH2:9][C:10]2[CH:15]=[CH:14][C:13]([OH:16])=[CH:12][CH:11]=2)=[C:4]([NH:17][CH2:18][CH2:19][CH2:20][CH2:21][CH3:22])[N:3]=1.C([O-])([O-])=O.[Cs+].[Cs+].Br[CH2:30][CH2:31][CH2:32][OH:33].[Na+].[I-]. Product: [NH2:1][C:2]1[N:7]=[C:6]([CH3:8])[C:5]([CH2:9][C:10]2[CH:15]=[CH:14][C:13]([O:16][CH2:30][CH2:31][CH2:32][OH:33])=[CH:12][CH:11]=2)=[C:4]([NH:17][CH2:18][CH2:19][CH2:20][CH2:21][CH3:22])[N:3]=1. The catalyst class is: 18. (3) Reactant: [Cl:1][C:2]1[N:7]=[C:6]([C:8]([O:10][CH3:11])=[O:9])[C:5]([CH3:12])=[N:4][CH:3]=1.C(N)(N)=[O:14].OO.FC(F)(F)C(OC(=O)C(F)(F)F)=O. Product: [Cl:1][C:2]1[N:7]=[C:6]([C:8]([O:10][CH3:11])=[O:9])[C:5]([CH3:12])=[N+:4]([O-:14])[CH:3]=1. The catalyst class is: 4. (4) Reactant: [F:1][C:2]([F:12])([F:11])[C:3]1[C:8]([C:9]#[N:10])=[CH:7][N:6]=[CH:5][CH:4]=1.OO.FC(F)(F)C(OC(=O)C(F)(F)F)=[O:18].[O-]S([O-])(=S)=O.[Na+].[Na+].Cl. Product: [F:12][C:2]([F:11])([F:1])[C:3]1[C:8]([C:9]#[N:10])=[CH:7][N+:6]([O-:18])=[CH:5][CH:4]=1. The catalyst class is: 4. (5) Reactant: [NH2:1][C:2]1[N:11]=[C:10]([N:12]2[CH2:16][CH2:15][C@@H:14]([N:17](C)[C:18](=O)OC(C)(C)C)[CH2:13]2)[C:9]2[CH2:8][CH2:7][CH2:6][C:5]3([CH2:29][CH2:28][CH2:27][CH2:26]3)[C:4]=2[N:3]=1.FC(F)(F)C(O)=O. Product: [CH3:18][NH:17][C@@H:14]1[CH2:15][CH2:16][N:12]([C:10]2[C:9]3[CH2:8][CH2:7][CH2:6][C:5]4([CH2:29][CH2:28][CH2:27][CH2:26]4)[C:4]=3[N:3]=[C:2]([NH2:1])[N:11]=2)[CH2:13]1. The catalyst class is: 2. (6) Reactant: [CH3:1][C:2]1[N:3]=[C:4]([NH:7][C:8]2[CH:13]=[C:12]([O:14][C:15]3[CH:23]=[CH:22][CH:21]=[CH:20][C:16]=3[C:17]([OH:19])=O)[CH:11]=[CH:10][N:9]=2)[S:5][CH:6]=1.C(N(CC)CC)C.C([Cl:36])(=O)OCC.[CH2:37]([N:39]1[CH2:44][CH2:43][NH:42][CH2:41][CH2:40]1)[CH3:38]. Product: [ClH:36].[ClH:36].[CH2:37]([N:39]1[CH2:44][CH2:43][N:42]([C:17]([C:16]2[CH:20]=[CH:21][CH:22]=[CH:23][C:15]=2[O:14][C:12]2[CH:11]=[CH:10][N:9]=[C:8]([NH:7][C:4]3[S:5][CH:6]=[C:2]([CH3:1])[N:3]=3)[CH:13]=2)=[O:19])[CH2:41][CH2:40]1)[CH3:38]. The catalyst class is: 1. (7) Reactant: Cl.[NH2:2][C@@H:3]([CH2:17][CH:18]1[CH2:23][CH2:22][CH2:21][CH2:20][O:19]1)[C:4]([NH:6][C:7]1[CH:11]=[CH:10][N:9]([CH2:12][C:13]([OH:16])([CH3:15])[CH3:14])[N:8]=1)=[O:5].C(N(CC)CC)C.Cl.OC(C)(C)CN1C=CC(NC(=O)[C@@H](N2[CH2:51][C:50]([O:52][C:53]3[CH:58]=[CH:57][CH:56]=[C:55]([Cl:59])[C:54]=3[Cl:60])=[CH:49][C:48]2=[O:61])CC(C)C)=N1. Product: [Cl:60][C:54]1[C:55]([Cl:59])=[CH:56][CH:57]=[CH:58][C:53]=1[O:52][C:50]1[CH2:51][N:2]([C@@H:3]([CH2:17][CH:18]2[CH2:23][CH2:22][CH2:21][CH2:20][O:19]2)[C:4]([NH:6][C:7]2[CH:11]=[CH:10][N:9]([CH2:12][C:13]([OH:16])([CH3:14])[CH3:15])[N:8]=2)=[O:5])[C:48](=[O:61])[CH:49]=1. The catalyst class is: 5. (8) Reactant: Cl[CH2:2][CH2:3][NH:4][C@:5]12[CH2:48][CH2:47][C@@H:46]([C:49]([CH3:51])=[CH2:50])[C@@H:6]1[C@@H:7]1[C@@:20]([CH3:23])([CH2:21][CH2:22]2)[C@@:19]2([CH3:24])[C@@H:10]([C@:11]3([CH3:45])[C@@H:16]([CH2:17][CH2:18]2)[C:15]([CH3:26])([CH3:25])[C:14]([C:27]2[CH2:32][CH2:31][C@@:30]([CH2:43][F:44])([C:33]([O:35]CC4C=CC=CC=4)=[O:34])[CH2:29][CH:28]=2)=[CH:13][CH2:12]3)[CH2:9][CH2:8]1.[CH3:52][C:53]1([OH:59])[CH2:58][CH2:57][NH:56][CH2:55][CH2:54]1.CCN(C(C)C)C(C)C.[I-].[K+].[OH-].[Na+]. Product: [F:44][CH2:43][C@@:30]1([C:33]([OH:35])=[O:34])[CH2:31][CH2:32][C:27]([C:14]2[C:15]([CH3:26])([CH3:25])[C@H:16]3[C@:11]([CH3:45])([CH2:12][CH:13]=2)[C@@H:10]2[C@:19]([CH3:24])([C@@:20]4([CH3:23])[C@H:7]([CH2:8][CH2:9]2)[C@H:6]2[C@H:46]([C:49]([CH3:51])=[CH2:50])[CH2:47][CH2:48][C@:5]2([NH:4][CH2:3][CH2:2][N:56]2[CH2:57][CH2:58][C:53]([OH:59])([CH3:52])[CH2:54][CH2:55]2)[CH2:22][CH2:21]4)[CH2:18][CH2:17]3)=[CH:28][CH2:29]1. The catalyst class is: 16. (9) Reactant: ClC(OCC(C)C)=O.[CH2:9]([N:16]([CH2:29][C:30]([OH:32])=O)[CH2:17][CH2:18][C:19]1[CH:24]=[CH:23][C:22]([CH2:25][CH:26]([CH3:28])[CH3:27])=[CH:21][CH:20]=1)[C:10]1[CH:15]=[CH:14][CH:13]=[CH:12][CH:11]=1.CCN(C(C)C)C(C)C.Cl.[CH3:43][NH:44][O:45][CH3:46]. Product: [CH2:9]([N:16]([CH2:17][CH2:18][C:19]1[CH:24]=[CH:23][C:22]([CH2:25][CH:26]([CH3:28])[CH3:27])=[CH:21][CH:20]=1)[CH2:29][C:30]([N:44]([O:45][CH3:46])[CH3:43])=[O:32])[C:10]1[CH:15]=[CH:14][CH:13]=[CH:12][CH:11]=1. The catalyst class is: 4.